Regression/Classification. Given a drug SMILES string, predict its absorption, distribution, metabolism, or excretion properties. Task type varies by dataset: regression for continuous measurements (e.g., permeability, clearance, half-life) or binary classification for categorical outcomes (e.g., BBB penetration, CYP inhibition). Dataset: cyp2d6_veith. From a dataset of CYP2D6 inhibition data for predicting drug metabolism from PubChem BioAssay. The molecule is CNc1ccnc(-c2c(C)noc2C)n1. The result is 0 (non-inhibitor).